Dataset: Full USPTO retrosynthesis dataset with 1.9M reactions from patents (1976-2016). Task: Predict the reactants needed to synthesize the given product. (1) Given the product [CH3:14][C@@H:11]1[CH2:12][CH2:13][NH:8][CH2:9][C@@H:10]1[N:15]1[C:24]2[C:19](=[CH:20][N:21]=[C:22]3[N:27]([CH2:28][O:29][CH2:30][CH2:31][Si:32]([CH3:35])([CH3:34])[CH3:33])[CH:26]=[CH:25][C:23]3=2)[C:18](=[O:36])[CH:17]=[CH:16]1, predict the reactants needed to synthesize it. The reactants are: C([N:8]1[CH2:13][CH2:12][C@@H:11]([CH3:14])[C@@H:10]([N:15]2[C:24]3[C:19](=[CH:20][N:21]=[C:22]4[N:27]([CH2:28][O:29][CH2:30][CH2:31][Si:32]([CH3:35])([CH3:34])[CH3:33])[CH:26]=[CH:25][C:23]4=3)[C:18](=[O:36])[CH:17]=[CH:16]2)[CH2:9]1)C1C=CC=CC=1. (2) Given the product [CH3:28][O:29][C:30](=[O:39])[C:31]1[CH:36]=[CH:35][C:34]([CH3:37])=[C:33]([C:14]2[S:13][C:12]([C:10](=[O:11])[NH:9][C:3]3[C:2]([F:1])=[CH:7][CH:6]=[CH:5][C:4]=3[F:8])=[CH:16][CH:15]=2)[CH:32]=1, predict the reactants needed to synthesize it. The reactants are: [F:1][C:2]1[CH:7]=[CH:6][CH:5]=[C:4]([F:8])[C:3]=1[NH:9][C:10]([C:12]1[S:13][C:14](C2C=C(C(F)(F)F)C=CC=2Cl)=[CH:15][CH:16]=1)=[O:11].[CH3:28][O:29][C:30](=[O:39])[C:31]1[CH:36]=[CH:35][C:34]([CH3:37])=[C:33](I)[CH:32]=1.